This data is from Forward reaction prediction with 1.9M reactions from USPTO patents (1976-2016). The task is: Predict the product of the given reaction. (1) Given the reactants [CH3:1][O:2][C:3]1[CH:4]=[C:5]([C:13]2[CH:18]=[C:17]([CH2:19][N:20]3[CH2:25][CH2:24][CH:23](C(N)=O)[CH2:22][CH2:21]3)[CH:16]=[CH:15][N:14]=2)[CH:6]=[C:7]([O:11][CH3:12])[C:8]=1[O:9][CH3:10].[CH2:29]([OH:31])[CH3:30].FC(F)(F)C(OI(C1C=CC=CC=1)O[C:39](=[O:44])C(F)(F)F)=O.C(#[N:55])C, predict the reaction product. The product is: [CH2:29]([O:31][C:39]([NH:55][CH:23]1[CH2:24][CH2:25][N:20]([CH2:19][C:17]2[CH:16]=[CH:15][N:14]=[C:13]([C:5]3[CH:4]=[C:3]([O:2][CH3:1])[C:8]([O:9][CH3:10])=[C:7]([O:11][CH3:12])[CH:6]=3)[CH:18]=2)[CH2:21][CH2:22]1)=[O:44])[CH3:30]. (2) Given the reactants [CH2:1]([C:9]1[S:13][C:12]([C:14](=[O:16])[CH3:15])=[CH:11][CH:10]=1)[CH2:2][C:3]1[CH:8]=[CH:7][CH:6]=[CH:5][CH:4]=1.[Li+].CC([N-]C(C)C)C.[C:25]([N:44]1[CH:48]=[CH:47][N:46]=[C:45]1[CH:49]=[O:50])([C:38]1[CH:43]=[CH:42][CH:41]=[CH:40][CH:39]=1)([C:32]1[CH:37]=[CH:36][CH:35]=[CH:34][CH:33]=1)[C:26]1[CH:31]=[CH:30][CH:29]=[CH:28][CH:27]=1.Cl, predict the reaction product. The product is: [OH:50][CH:49]([C:45]1[N:44]([C:25]([C:26]2[CH:31]=[CH:30][CH:29]=[CH:28][CH:27]=2)([C:32]2[CH:33]=[CH:34][CH:35]=[CH:36][CH:37]=2)[C:38]2[CH:43]=[CH:42][CH:41]=[CH:40][CH:39]=2)[CH:48]=[CH:47][N:46]=1)[CH2:15][C:14]([C:12]1[S:13][C:9]([CH2:1][CH2:2][C:3]2[CH:4]=[CH:5][CH:6]=[CH:7][CH:8]=2)=[CH:10][CH:11]=1)=[O:16].